From a dataset of Full USPTO retrosynthesis dataset with 1.9M reactions from patents (1976-2016). Predict the reactants needed to synthesize the given product. (1) Given the product [N:13]1([C:2]2[C:11]3[C:6](=[CH:7][CH:8]=[C:9]([I:12])[CH:10]=3)[N:5]=[CH:4][N:3]=2)[C:22]2[C:17](=[CH:18][CH:19]=[CH:20][CH:21]=2)[CH2:16][CH2:15][CH2:14]1, predict the reactants needed to synthesize it. The reactants are: Cl[C:2]1[C:11]2[C:6](=[CH:7][CH:8]=[C:9]([I:12])[CH:10]=2)[N:5]=[CH:4][N:3]=1.[NH:13]1[C:22]2[C:17](=[CH:18][CH:19]=[CH:20][CH:21]=2)[CH2:16][CH2:15][CH2:14]1.N1C2C(=CC=CC=2)C=NC=1. (2) Given the product [F:25][C@:8]1([CH3:24])[C@H:7]([OH:26])[CH:5]([CH2:4][OH:3])[O:6][C:9]1=[O:10], predict the reactants needed to synthesize it. The reactants are: CC1(C)[O:6][C@@H:5]([C@@H:7]([OH:26])[C@:8]([F:25])([CH3:24])[C:9](N2[C@@H](CC3C=CC=CC=3)COC2=O)=[O:10])[CH2:4][O:3]1.OO.O.[OH-].[Li+].S([O-])([O-])=O.[Na+].[Na+].Cl. (3) Given the product [CH3:1][O:5][C:6](=[O:20])[C:7]([CH3:19])([S:9][C:10]1[CH:18]=[CH:17][C:13]([C:14]([O:16][CH2:22][CH3:23])=[O:15])=[CH:12][CH:11]=1)[CH3:8], predict the reactants needed to synthesize it. The reactants are: [C:1]([O:5][C:6](=[O:20])[C:7]([CH3:19])([S:9][C:10]1[CH:18]=[CH:17][C:13]([C:14]([OH:16])=[O:15])=[CH:12][CH:11]=1)[CH3:8])(C)(C)C.F[C:22](F)(F)[C:23]1C=CC(CN2C=C(CCO)N=N2)=CC=1. (4) Given the product [CH3:1][O:2][C:3]1[CH:4]=[C:5]2[C:8](=[CH:9][C:10]=1[O:11][CH3:12])[C@@H:7]([CH2:13][N:14]([CH3:35])[CH2:15][CH2:16][CH2:17][N:18]1[C:24](=[O:25])[CH2:23][C:22]3[CH:26]=[C:27]([O:32][CH3:33])[C:28]([O:30][CH3:31])=[CH:29][C:21]=3[CH2:20][CH2:19]1)[CH2:6]2, predict the reactants needed to synthesize it. The reactants are: [CH3:1][O:2][C:3]1[CH:4]=[C:5]2[C:8](=[CH:9][C:10]=1[O:11][CH3:12])[C@@H:7]([CH2:13][N:14]([CH3:35])[C:15](=N)[CH2:16][CH2:17][N:18]1[C:24](=[O:25])[CH2:23][C:22]3[CH:26]=[C:27]([O:32][CH3:33])[C:28]([O:30][CH3:31])=[CH:29][C:21]=3[CH2:20][CH2:19]1)[CH2:6]2.[BH4-].[BH4-].[BH4-].[BH4-].[Na+].[Na+].[Na+].[Na+].[OH-].[Na+].ClCCl.